Predict the reactants needed to synthesize the given product. From a dataset of Full USPTO retrosynthesis dataset with 1.9M reactions from patents (1976-2016). (1) Given the product [CH2:15]([O:10][C:3]([CH2:8][CH3:9])([CH2:1][CH3:2])[C:4]([O:6][CH3:7])=[O:5])[CH:14]=[CH2:13], predict the reactants needed to synthesize it. The reactants are: [CH2:1]([C:3]([OH:10])([CH2:8][CH3:9])[C:4]([O:6][CH3:7])=[O:5])[CH3:2].[H-].[Na+].[CH2:13](Br)[CH:14]=[CH2:15].O. (2) The reactants are: [C:1]([N:4]1[C@@H:10]([CH3:11])[C@H:9]([NH:12]C(=O)OC(C)(C)C)[C:8](=[O:20])[N:7]([CH2:21][C:22]2[C:31]3[C:26](=[CH:27][CH:28]=[CH:29][CH:30]=3)[CH:25]=[CH:24][C:23]=2[CH3:32])[C:6]2[CH:33]=[CH:34][C:35]([C:37]#[N:38])=[CH:36][C:5]1=2)(=[O:3])[CH3:2].[ClH:39]. Given the product [ClH:39].[C:1]([N:4]1[C@@H:10]([CH3:11])[C@H:9]([NH2:12])[C:8](=[O:20])[N:7]([CH2:21][C:22]2[C:31]3[C:26](=[CH:27][CH:28]=[CH:29][CH:30]=3)[CH:25]=[CH:24][C:23]=2[CH3:32])[C:6]2[CH:33]=[CH:34][C:35]([C:37]#[N:38])=[CH:36][C:5]1=2)(=[O:3])[CH3:2], predict the reactants needed to synthesize it. (3) Given the product [CH3:21][S:22]([O:18][CH:15]1[CH2:14][CH2:13][CH:12]([S:9]([C:5]2[CH:6]=[CH:7][CH:8]=[C:3]([C:2]([F:1])([F:19])[F:20])[CH:4]=2)(=[O:11])=[O:10])[CH2:17][CH2:16]1)(=[O:24])=[O:23], predict the reactants needed to synthesize it. The reactants are: [F:1][C:2]([F:20])([F:19])[C:3]1[CH:4]=[C:5]([S:9]([CH:12]2[CH2:17][CH2:16][CH:15]([OH:18])[CH2:14][CH2:13]2)(=[O:11])=[O:10])[CH:6]=[CH:7][CH:8]=1.[CH3:21][S:22](Cl)(=[O:24])=[O:23]. (4) Given the product [CH:12]1([CH2:18][NH:19][C:10]2[N:9]([C:3]3[CH:4]=[CH:5][CH:6]=[C:7]([Cl:8])[C:2]=3[Cl:1])[N:22]=[N:21][N:20]=2)[CH2:17][CH2:16][CH2:15][CH2:14][CH2:13]1, predict the reactants needed to synthesize it. The reactants are: [Cl:1][C:2]1[C:7]([Cl:8])=[CH:6][CH:5]=[CH:4][C:3]=1[N:9]=[C:10]=O.[CH:12]1([CH2:18][NH2:19])[CH2:17][CH2:16][CH2:15][CH2:14][CH2:13]1.[N-:20]=[N+:21]=[N-:22].[Na+].C(N(CC)CC)C. (5) Given the product [CH:11]1([NH:1][C:2]2[CH:6]=[CH:5][S:4][C:3]=2[C:7]([O:9][CH3:10])=[O:8])[CH2:14][CH2:13][CH2:12]1, predict the reactants needed to synthesize it. The reactants are: [NH2:1][C:2]1[CH:6]=[CH:5][S:4][C:3]=1[C:7]([O:9][CH3:10])=[O:8].[C:11]1(=O)[CH2:14][CH2:13][CH2:12]1.C(O[BH-](OC(=O)C)OC(=O)C)(=O)C.[Na+].C(=O)(O)[O-].[Na+].